Dataset: Forward reaction prediction with 1.9M reactions from USPTO patents (1976-2016). Task: Predict the product of the given reaction. (1) Given the reactants CC1C=CC(S(O[CH2:12][C@@H:13]2[O:27][C:17]3=[C:18]4[C:23](=[CH:24][CH:25]=[C:16]3[O:15][CH2:14]2)[N:22]=[C:21]([CH3:26])[CH:20]=[CH:19]4)(=O)=O)=CC=1.[CH2:28]([C:30]1[CH:31]=[CH:32][CH:33]=[C:34]2[C:38]=1[NH:37][CH:36]=[C:35]2[C:39]1[CH2:40][CH2:41]NCC=1)[CH3:29], predict the reaction product. The product is: [CH2:28]([C:30]1[CH:31]=[CH:32][CH:33]=[C:34]2[C:38]=1[NH:37][CH:36]=[C:35]2[CH2:39][CH:40]1[CH2:41][CH2:23][N:22]([CH2:12][CH:13]2[O:27][C:17]3=[C:18]4[C:23](=[CH:24][CH:25]=[C:16]3[O:15][CH2:14]2)[N:22]=[C:21]([CH3:26])[CH:20]=[CH:19]4)[CH2:21][CH2:20]1)[CH3:29]. (2) Given the reactants [NH2:1][CH2:2][CH2:3][CH2:4][CH2:5][C:6]#[C:7][C:8]1[CH:13]=[CH:12][C:11]([CH:14]([CH3:23])[CH2:15][NH:16][S:17]([CH:20]([CH3:22])[CH3:21])(=[O:19])=[O:18])=[CH:10][CH:9]=1.CCN(CC)CC.[CH3:31][N:32]([CH3:36])[C:33](Cl)=[O:34], predict the reaction product. The product is: [CH3:31][N:32]([C:33]([NH:1][CH2:2][CH2:3][CH2:4][CH2:5][C:6]#[C:7][C:8]1[CH:9]=[CH:10][C:11]([CH:14]([CH3:23])[CH2:15][NH:16][S:17]([CH:20]([CH3:22])[CH3:21])(=[O:19])=[O:18])=[CH:12][CH:13]=1)=[O:34])[CH3:36]. (3) Given the reactants Cl[C:2]1[C:3]2[NH:10][CH:9]=[CH:8][C:4]=2[N:5]=[CH:6][N:7]=1.[NH2:11][C:12]1[CH:13]=[C:14]([CH:20]=[CH:21][CH:22]=1)[C:15]([O:17][CH2:18][CH3:19])=[O:16].CN1CCCC1=O.C(=O)([O-])O.[Na+], predict the reaction product. The product is: [N:5]1[C:4]2[CH:8]=[CH:9][NH:10][C:3]=2[C:2]([NH:11][C:12]2[CH:13]=[C:14]([CH:20]=[CH:21][CH:22]=2)[C:15]([O:17][CH2:18][CH3:19])=[O:16])=[N:7][CH:6]=1. (4) Given the reactants [Si]([O:8][CH2:9][C:10]1[S:14][C:13]([C:15]2[N:20]=[N:19][C:18]([N:21]([CH2:29][C:30]3([C:34]4[C:39]([F:40])=[CH:38][CH:37]=[CH:36][N:35]=4)[CH2:33][CH2:32][CH2:31]3)[C:22](=[O:28])[O:23][C:24]([CH3:27])([CH3:26])[CH3:25])=[CH:17][CH:16]=2)=[N:12][CH:11]=1)(C(C)(C)C)(C)C.CCCC[N+](CCCC)(CCCC)CCCC.[F-].[Cl-].[NH4+], predict the reaction product. The product is: [F:40][C:39]1[C:34]([C:30]2([CH2:29][N:21]([C:18]3[N:19]=[N:20][C:15]([C:13]4[S:14][C:10]([CH2:9][OH:8])=[CH:11][N:12]=4)=[CH:16][CH:17]=3)[C:22](=[O:28])[O:23][C:24]([CH3:27])([CH3:26])[CH3:25])[CH2:33][CH2:32][CH2:31]2)=[N:35][CH:36]=[CH:37][CH:38]=1. (5) Given the reactants C([Li])CCC.CC1(C)CCCC(C)(C)N1.[Cl:16][C:17]1[C:22]([Cl:23])=[CH:21][CH:20]=[CH:19][N:18]=1.[I:24]I, predict the reaction product. The product is: [Cl:16][C:17]1[C:22]([Cl:23])=[C:21]([I:24])[CH:20]=[CH:19][N:18]=1. (6) Given the reactants [F:1][C:2]1[CH:7]=[C:6]([O:8][C@@H:9]2[CH2:13][CH2:12][O:11][CH2:10]2)[CH:5]=[C:4]([F:14])[C:3]=1[C:15]1[S:16][CH:17]=[C:18]([C:20]([OH:22])=[O:21])[N:19]=1.O[C@H]1CCOC1, predict the reaction product. The product is: [F:14][C:4]1[CH:5]=[C:6]([O:8][C@H:9]2[CH2:13][CH2:12][O:11][CH2:10]2)[CH:7]=[C:2]([F:1])[C:3]=1[C:15]1[S:16][CH:17]=[C:18]([C:20]([OH:22])=[O:21])[N:19]=1.